This data is from Forward reaction prediction with 1.9M reactions from USPTO patents (1976-2016). The task is: Predict the product of the given reaction. (1) Given the reactants [Cl:1][C:2]1[CH:8]=[CH:7][C:5]([NH2:6])=[C:4]([N+:9]([O-:11])=[O:10])[CH:3]=1.[N:12]([O-])=O.[Na+].[Sn](Cl)Cl, predict the reaction product. The product is: [ClH:1].[Cl:1][C:2]1[CH:8]=[CH:7][C:5]([NH:6][NH2:12])=[C:4]([N+:9]([O-:11])=[O:10])[CH:3]=1. (2) Given the reactants [C:1]([C:3]1[CH:8]=[CH:7][C:6]([CH:9]2[CH2:14][CH2:13][N:12]([C:15]([C:17]3[CH:18]=[CH:19][C:20]([CH3:37])=[C:21]([NH:23][S:24]([C:27]4[CH:28]=[C:29]([CH:34]=[CH:35][CH:36]=4)[C:30]([O:32]C)=[O:31])(=[O:26])=[O:25])[CH:22]=3)=[O:16])[CH2:11][CH2:10]2)=[CH:5][CH:4]=1)#[N:2].O.[OH-].[Li+], predict the reaction product. The product is: [C:1]([C:3]1[CH:8]=[CH:7][C:6]([CH:9]2[CH2:14][CH2:13][N:12]([C:15]([C:17]3[CH:18]=[CH:19][C:20]([CH3:37])=[C:21]([NH:23][S:24]([C:27]4[CH:28]=[C:29]([CH:34]=[CH:35][CH:36]=4)[C:30]([OH:32])=[O:31])(=[O:26])=[O:25])[CH:22]=3)=[O:16])[CH2:11][CH2:10]2)=[CH:5][CH:4]=1)#[N:2]. (3) Given the reactants [S:1]1[C:5]2[CH:6]=[CH:7][CH:8]=[CH:9][C:4]=2[N:3]=[C:2]1[CH2:10][N:11]([CH2:21][C:22]([O-:24])=[O:23])[C:12]([C:14]1[S:18][C:17](Br)=[N:16][C:15]=1[CH3:20])=[O:13].CC1(C)C(C)(C)OB([C:33]2[CH:34]=[C:35]3[C:39](=[CH:40][CH:41]=2)[N:38](C(OC(C)(C)C)=O)[CH:37]=[CH:36]3)O1.C(=O)([O-])[O-].[Cs+].[Cs+].ClCCl, predict the reaction product. The product is: [S:1]1[C:5]2[CH:6]=[CH:7][CH:8]=[CH:9][C:4]=2[N:3]=[C:2]1[CH2:10][N:11]([CH2:21][C:22]([OH:24])=[O:23])[C:12]([C:14]1[S:18][C:17]([C:33]2[CH:34]=[C:35]3[C:39](=[CH:40][CH:41]=2)[NH:38][CH:37]=[CH:36]3)=[N:16][C:15]=1[CH3:20])=[O:13]. (4) Given the reactants [OH:1][C@@H:2]([C:4]1[N:15]([CH:16]2[CH2:21][CH2:20][CH:19]([NH:22]C(=O)OC(C)(C)C)[CH2:18][CH2:17]2)[C:7]2=[C:8]3[S:14][CH:13]=[CH:12][C:9]3=[N:10][CH:11]=[C:6]2[N:5]=1)[CH3:3].[ClH:30].O1CCOCC1, predict the reaction product. The product is: [ClH:30].[ClH:30].[NH2:22][CH:19]1[CH2:20][CH2:21][CH:16]([N:15]2[C:7]3=[C:8]4[S:14][CH:13]=[CH:12][C:9]4=[N:10][CH:11]=[C:6]3[N:5]=[C:4]2[C@H:2]([OH:1])[CH3:3])[CH2:17][CH2:18]1.[ClH:30]. (5) The product is: [C:17]([O:16][C@@H:11]([C:8]1[CH:7]=[CH:6][C:5]([C:1]([CH3:4])([CH3:2])[CH3:3])=[CH:10][CH:9]=1)[CH2:12][CH2:13][CH2:14][Cl:15])(=[O:19])[CH3:18]. Given the reactants [C:1]([C:5]1[CH:10]=[CH:9][C:8]([C@H:11]([OH:16])[CH2:12][CH2:13][CH2:14][Cl:15])=[CH:7][CH:6]=1)([CH3:4])([CH3:3])[CH3:2].[C:17](Cl)(=[O:19])[CH3:18], predict the reaction product. (6) Given the reactants [CH2:1]([O:3][C:4](=[O:14])[C:5](=[N:12]O)[C:6]1[CH:11]=[CH:10][CH:9]=[CH:8][N:7]=1)[CH3:2].[C:15](O[C:15]([O:17][CH3:18])=[O:16])([O:17][CH3:18])=[O:16].C1CCCCC=1, predict the reaction product. The product is: [CH2:1]([O:3][C:4](=[O:14])[CH:5]([NH:12][C:15]([O:17][CH3:18])=[O:16])[C:6]1[CH:11]=[CH:10][CH:9]=[CH:8][N:7]=1)[CH3:2].